Dataset: Catalyst prediction with 721,799 reactions and 888 catalyst types from USPTO. Task: Predict which catalyst facilitates the given reaction. (1) Reactant: [NH2:1][C:2]1[C:3]([C:7]([O:9][CH2:10][CH3:11])=[O:8])=[N:4][O:5][N:6]=1.[C:12](O[C:12]([O:14][C:15]([CH3:18])([CH3:17])[CH3:16])=[O:13])([O:14][C:15]([CH3:18])([CH3:17])[CH3:16])=[O:13]. Product: [CH2:10]([O:9][C:7]([C:3]1[C:2]([NH:1][C:12](=[O:13])[O:14][C:15]([CH3:18])([CH3:17])[CH3:16])=[N:6][O:5][N:4]=1)=[O:8])[CH3:11]. The catalyst class is: 251. (2) Product: [I:1][C:2]1[C:10]2[C:5](=[CH:6][CH:7]=[C:8]([N+:11]([O-:13])=[O:12])[CH:9]=2)[N:4]([C:25]([O:24][C:20]([CH3:23])([CH3:22])[CH3:21])=[O:26])[CH:3]=1. Reactant: [I:1][C:2]1[C:10]2[C:5](=[CH:6][CH:7]=[C:8]([N+:11]([O-:13])=[O:12])[CH:9]=2)[NH:4][CH:3]=1.CC(C)([O-])C.[K+].[C:20]([O:24][C:25](O[C:25]([O:24][C:20]([CH3:23])([CH3:22])[CH3:21])=[O:26])=[O:26])([CH3:23])([CH3:22])[CH3:21]. The catalyst class is: 1. (3) Reactant: [Br:1][C:2]1[CH:3]=[C:4]([N:8]2[C:16]3[C:11](=[N:12][C:13]([O:17]C)=[CH:14][CH:15]=3)[C:10]([C:19]#[N:20])=[N:9]2)[CH:5]=[CH:6][CH:7]=1.[I-].[Na+].Cl[Si](C)(C)C.CO. Product: [Br:1][C:2]1[CH:3]=[C:4]([N:8]2[C:16]3[CH:15]=[CH:14][C:13](=[O:17])[NH:12][C:11]=3[C:10]([C:19]#[N:20])=[N:9]2)[CH:5]=[CH:6][CH:7]=1. The catalyst class is: 10. (4) The catalyst class is: 296. Reactant: [CH3:1][C:2]1[CH:3]=[CH:4][C:5]([O:15][CH2:16][C:17]2[CH:22]=[CH:21][C:20]([F:23])=[CH:19][CH:18]=2)=[C:6]([C:8](=O)[CH2:9][CH2:10][C:11](=O)[CH3:12])[CH:7]=1.[NH2:24][C:25]1[CH:26]=[CH:27][C:28]([Cl:34])=[C:29]([CH:33]=1)[C:30]([OH:32])=[O:31].CC1C=CC(S(O)(=O)=O)=CC=1. Product: [CH3:1][C:2]1[CH:3]=[CH:4][C:5]([O:15][CH2:16][C:17]2[CH:22]=[CH:21][C:20]([F:23])=[CH:19][CH:18]=2)=[C:6]([C:8]2[N:24]([C:25]3[CH:33]=[C:29]([C:28]([Cl:34])=[CH:27][CH:26]=3)[C:30]([OH:32])=[O:31])[C:11]([CH3:12])=[CH:10][CH:9]=2)[CH:7]=1. (5) The catalyst class is: 4. Product: [CH3:8][C:9]1([CH3:27])[CH2:14][CH:13]([N:5]2[CH2:6][CH2:7][N:2]([CH3:1])[CH2:3][CH2:4]2)[CH2:12][CH2:11][CH:10]1[NH:16][C:17](=[O:26])[O:18][CH2:19][C:20]1[CH:25]=[CH:24][CH:23]=[CH:22][CH:21]=1. Reactant: [CH3:1][N:2]1[CH2:7][CH2:6][NH:5][CH2:4][CH2:3]1.[CH3:8][C:9]1([CH3:27])[CH2:14][C:13](=O)[CH2:12][CH2:11][CH:10]1[NH:16][C:17](=[O:26])[O:18][CH2:19][C:20]1[CH:25]=[CH:24][CH:23]=[CH:22][CH:21]=1.[BH-](OC(C)=O)(OC(C)=O)OC(C)=O.[Na+]. (6) Reactant: [Cl:1][C:2]1[S:6][C:5]([C:7]([NH:9][CH2:10][C:11]2[N:12]=[CH:13][N:14]([C:16]3[CH:21]=[CH:20][C:19](I)=[CH:18][CH:17]=3)[CH:15]=2)=[O:8])=[CH:4][CH:3]=1.[OH:23][C:24]1[C:29]([CH3:30])=[CH:28][CH:27]=[CH:26][N:25]=1.OC1C=CC=C2C=1N=CC=C2.C([O-])([O-])=O.[K+].[K+]. Product: [Cl:1][C:2]1[S:6][C:5]([C:7]([NH:9][CH2:10][C:11]2[N:12]=[CH:13][N:14]([C:16]3[CH:21]=[CH:20][C:19]([N:25]4[CH:26]=[CH:27][CH:28]=[C:29]([CH3:30])[C:24]4=[O:23])=[CH:18][CH:17]=3)[CH:15]=2)=[O:8])=[CH:4][CH:3]=1. The catalyst class is: 156.